This data is from Orexin1 receptor HTS with 218,158 compounds and 233 confirmed actives. The task is: Binary Classification. Given a drug SMILES string, predict its activity (active/inactive) in a high-throughput screening assay against a specified biological target. The molecule is S1(=O)(=O)CC(NC(=O)CSc2n(c(nn2)COc2c(F)cccc2)c2ccccc2)CC1. The result is 0 (inactive).